From a dataset of TCR-epitope binding with 47,182 pairs between 192 epitopes and 23,139 TCRs. Binary Classification. Given a T-cell receptor sequence (or CDR3 region) and an epitope sequence, predict whether binding occurs between them. (1) The epitope is QECVRGTTVL. The TCR CDR3 sequence is CASSYSVGNEQFF. Result: 1 (the TCR binds to the epitope). (2) The epitope is GTSGSPIVNR. The TCR CDR3 sequence is CASSVYTGTGEAFF. Result: 1 (the TCR binds to the epitope). (3) The epitope is PKYVKQNTLKLAT. The TCR CDR3 sequence is CSADRGRDTEAFF. Result: 1 (the TCR binds to the epitope). (4) The epitope is LLMPILTLT. The TCR CDR3 sequence is CSVEDTSSYNEQFF. Result: 0 (the TCR does not bind to the epitope). (5) The epitope is AMFWSVPTV. The TCR CDR3 sequence is CASSQGSEKLFF. Result: 0 (the TCR does not bind to the epitope). (6) The epitope is IVDTVSALV. The TCR CDR3 sequence is CASSRTGSTEAFF. Result: 0 (the TCR does not bind to the epitope).